This data is from Reaction yield outcomes from USPTO patents with 853,638 reactions. The task is: Predict the reaction yield, written as a fraction of the theoretical maximum amount of product (1.0 means a 100% yield; for example, 0.34 means a 34% yield). (1) The reactants are [F:1][C:2]1[CH:7]=[CH:6][CH:5]=[C:4]([OH:8])[C:3]=1[C:9](=O)[CH3:10].C(=O)([O-])[O-].[K+].[K+].Br[CH2:19][C:20](=[O:24])[CH:21]([CH3:23])[CH3:22]. The catalyst is CN(C)C=O. The product is [F:1][C:2]1[C:3]2[C:9]([CH3:10])=[C:19]([C:20](=[O:24])[CH:21]([CH3:23])[CH3:22])[O:8][C:4]=2[CH:5]=[CH:6][CH:7]=1. The yield is 0.770. (2) The reactants are [Cl:1][C:2]1[C:9]([CH3:10])=[C:8]([C:11]2[C@@H:12]([O:20][CH2:21][CH2:22][O:23][CH3:24])[C@@H:13]3[C@@H:18](O)[CH2:17][CH2:16][N:14]3[N:15]=2)[CH:7]=[CH:6][C:3]=1[C:4]#[N:5].CCN(S(F)(F)[F:31])CC. The catalyst is C(Cl)Cl.O. The product is [Cl:1][C:2]1[C:9]([CH3:10])=[C:8]([C:11]2[C@@H:12]([O:20][CH2:21][CH2:22][O:23][CH3:24])[C@@H:13]3[C@H:18]([F:31])[CH2:17][CH2:16][N:14]3[N:15]=2)[CH:7]=[CH:6][C:3]=1[C:4]#[N:5]. The yield is 0.530. (3) The reactants are [C:1](OC(=O)C)(=[O:3])C.[CH3:8][O:9][C:10]([C:12]1[S:13][CH:14]=[C:15]([CH3:18])[C:16]=1[NH2:17])=[O:11]. The catalyst is C(O)=O. The product is [CH3:8][O:9][C:10]([C:12]1[S:13][CH:14]=[C:15]([CH3:18])[C:16]=1[NH:17][CH:1]=[O:3])=[O:11]. The yield is 0.970. (4) The reactants are S(Cl)(Cl)=O.[NH2:5][C:6]1[CH:7]=[C:8]([CH:12]=[CH:13][CH:14]=1)[C:9]([OH:11])=[O:10].[CH3:15]O. No catalyst specified. The product is [NH2:5][C:6]1[CH:7]=[C:8]([CH:12]=[CH:13][CH:14]=1)[C:9]([O:11][CH3:15])=[O:10]. The yield is 0.930. (5) The reactants are [NH2:1][C:2]1[CH:10]=[CH:9][C:8]([Br:11])=[CH:7][C:3]=1[C:4]([OH:6])=[O:5].[C:12](Cl)(=O)[C:13]1[CH:18]=[CH:17][CH:16]=[CH:15][CH:14]=1. No catalyst specified. The product is [Br:11][C:8]1[CH:9]=[CH:10][C:2]2[N:1]=[C:12]([C:13]3[CH:18]=[CH:17][CH:16]=[CH:15][CH:14]=3)[O:5][C:4](=[O:6])[C:3]=2[CH:7]=1. The yield is 0.970.